This data is from Reaction yield outcomes from USPTO patents with 853,638 reactions. The task is: Predict the reaction yield, written as a fraction of the theoretical maximum amount of product (1.0 means a 100% yield; for example, 0.34 means a 34% yield). (1) The reactants are C[O:2][C:3](=[O:27])[C:4]1[CH:9]=[CH:8][CH:7]=[C:6]([CH2:10][O:11][C:12]2[CH:17]=[CH:16][C:15]([C:18]3[CH:23]=[C:22]([F:24])[C:21]([F:25])=[CH:20][C:19]=3[F:26])=[CH:14][CH:13]=2)[CH:5]=1.C1COCC1.O.[OH-].[Li+].Cl. The catalyst is O. The product is [F:26][C:19]1[CH:20]=[C:21]([F:25])[C:22]([F:24])=[CH:23][C:18]=1[C:15]1[CH:16]=[CH:17][C:12]([O:11][CH2:10][C:6]2[CH:5]=[C:4]([CH:9]=[CH:8][CH:7]=2)[C:3]([OH:27])=[O:2])=[CH:13][CH:14]=1. The yield is 0.980. (2) The reactants are FC(F)(F)S(O)(=O)=O.[Br:9][C:10]1[CH:11]=[C:12]([CH:15]=[CH:16][CH:17]=1)[C:13]#[N:14].[OH-].[Na+]. The catalyst is O. The product is [Br:9][C:10]1[CH:11]=[C:12]([C:13]2[N:14]=[C:13]([C:12]3[CH:15]=[CH:16][CH:17]=[C:10]([Br:9])[CH:11]=3)[N:14]=[C:13]([C:12]3[CH:15]=[CH:16][CH:17]=[C:10]([Br:9])[CH:11]=3)[N:14]=2)[CH:15]=[CH:16][CH:17]=1. The yield is 0.930. (3) The reactants are Br[CH2:2][C:3]([N:5]1[CH2:10][CH2:9][C:8]([O:12][CH3:13])([CH3:11])[CH2:7][CH2:6]1)=[O:4].[CH3:14][NH:15][C:16]([C:18]1[C:35]([F:36])=[CH:34][C:21]2[N:22]([CH:26]3[CH2:32][CH:31]4[NH:33][CH:28]([CH2:29][CH2:30]4)[CH2:27]3)[C:23](=[O:25])[NH:24][C:20]=2[CH:19]=1)=[O:17]. The catalyst is CN(C=O)C.C(Cl)Cl. The product is [F:36][C:35]1[C:18]([C:16]([NH:15][CH3:14])=[O:17])=[CH:19][C:20]2[NH:24][C:23](=[O:25])[N:22]([CH:26]3[CH2:32][CH:31]4[N:33]([CH2:2][C:3]([N:5]5[CH2:10][CH2:9][C:8]([O:12][CH3:13])([CH3:11])[CH2:7][CH2:6]5)=[O:4])[CH:28]([CH2:29][CH2:30]4)[CH2:27]3)[C:21]=2[CH:34]=1. The yield is 0.230. (4) The reactants are [C:1]([C:5]1[C:9]([CH2:10][CH2:11][CH2:12][OH:13])=[CH:8][N:7]([C:14]2[CH:19]=[CH:18][C:17]([C:20]([F:23])([F:22])[F:21])=[CH:16][N:15]=2)[N:6]=1)([CH3:4])([CH3:3])[CH3:2].O[C:25]1[C:30]([CH3:31])=[CH:29][CH:28]=[CH:27][C:26]=1[CH2:32][C:33]([O:35]C)=[O:34].C(P(CCCC)CCCC)CCC.N(C(N1CCCCC1)=O)=NC(N1CCCCC1)=O. The catalyst is O1CCCC1. The product is [C:1]([C:5]1[C:9]([CH2:10][CH2:11][CH2:12][O:13][C:25]2[C:30]([CH3:31])=[CH:29][CH:28]=[CH:27][C:26]=2[CH2:32][C:33]([OH:35])=[O:34])=[CH:8][N:7]([C:14]2[CH:19]=[CH:18][C:17]([C:20]([F:21])([F:22])[F:23])=[CH:16][N:15]=2)[N:6]=1)([CH3:4])([CH3:2])[CH3:3]. The yield is 0.430. (5) The yield is 1.00. The product is [Br:1][C:2]1[CH:3]=[C:4]([CH2:20][CH2:21][OH:22])[CH:5]=[C:6]([Br:19])[C:7]=1[O:8][C:9]1[CH:14]=[CH:13][C:12](=[O:15])[N:11]([CH:16]([CH3:18])[CH3:17])[N:10]=1. The reactants are [Br:1][C:2]1[CH:3]=[C:4]([CH2:20][CH2:21][O:22]C(=O)C)[CH:5]=[C:6]([Br:19])[C:7]=1[O:8][C:9]1[CH:14]=[CH:13][C:12](=[O:15])[N:11]([CH:16]([CH3:18])[CH3:17])[N:10]=1.[OH-].[K+]. The catalyst is CO. (6) The reactants are Cl[C:2]1[N:3]=[C:4]2[C:10]3[CH:11]=[CH:12][CH:13]=[CH:14][C:9]=3[NH:8][C:7]3[N:15]=[CH:16][CH:17]=[CH:18][C:6]=3[N:5]2[C:19]=1[C:20]1[CH:25]=[CH:24][C:23]([C:26]2([NH:30][C:31](=[O:37])[O:32][C:33]([CH3:36])([CH3:35])[CH3:34])[CH2:29][CH2:28][CH2:27]2)=[CH:22][CH:21]=1.[CH3:38][O:39][C:40]([C:42]1[CH:47]=[CH:46][C:45](B(O)O)=[CH:44][CH:43]=1)=[O:41].C([O-])([O-])=O.[Na+].[Na+]. The catalyst is CN(C=O)C.CCOC(C)=O.CC(P(C(C)(C)C)C1C=CC(N(C)C)=CC=1)(C)C.CC(P(C(C)(C)C)C1C=CC(N(C)C)=CC=1)(C)C.Cl[Pd]Cl. The product is [C:33]([O:32][C:31]([NH:30][C:26]1([C:23]2[CH:24]=[CH:25][C:20]([C:19]3[N:5]4[C:6]5[CH:18]=[CH:17][CH:16]=[N:15][C:7]=5[NH:8][C:9]5[CH:14]=[CH:13][CH:12]=[CH:11][C:10]=5[C:4]4=[N:3][C:2]=3[C:45]3[CH:46]=[CH:47][C:42]([C:40]([O:39][CH3:38])=[O:41])=[CH:43][CH:44]=3)=[CH:21][CH:22]=2)[CH2:27][CH2:28][CH2:29]1)=[O:37])([CH3:34])([CH3:36])[CH3:35]. The yield is 0.780.